From a dataset of Full USPTO retrosynthesis dataset with 1.9M reactions from patents (1976-2016). Predict the reactants needed to synthesize the given product. (1) Given the product [C:1]([C:5]1[C:13]2[O:12][CH:11]([CH2:14][NH:15][C:27](=[O:28])[O:29][CH2:30][C:31]3[CH:36]=[CH:35][CH:34]=[CH:33][CH:32]=3)[CH2:10][C:9]=2[CH:8]=[C:7]([Cl:16])[CH:6]=1)([CH3:4])([CH3:2])[CH3:3], predict the reactants needed to synthesize it. The reactants are: [C:1]([C:5]1[C:13]2[O:12][CH:11]([CH2:14][NH2:15])[CH2:10][C:9]=2[CH:8]=[C:7]([Cl:16])[CH:6]=1)([CH3:4])([CH3:3])[CH3:2].C(N(C(C)C)CC)(C)C.Cl[C:27]([O:29][CH2:30][C:31]1[CH:36]=[CH:35][CH:34]=[CH:33][CH:32]=1)=[O:28].C1(C2C3OC(CNC(=O)OCC4C=CC=CC=4)CC=3C=CC=2)CCCC1. (2) The reactants are: [C:1]([C:5]1[N:13]=[C:12]2[C:8]([N:9]=[CH:10][N:11]2[CH2:14][C:15]2[C:20]([Cl:21])=[CH:19][CH:18]=[CH:17][N:16]=2)=[C:7](Cl)[N:6]=1)([CH3:4])([CH3:3])[CH3:2].Cl.[CH3:24][C:25]1([OH:29])[CH2:28][NH:27][CH2:26]1. Given the product [C:1]([C:5]1[N:13]=[C:12]2[C:8]([N:9]=[CH:10][N:11]2[CH2:14][C:15]2[C:20]([Cl:21])=[CH:19][CH:18]=[CH:17][N:16]=2)=[C:7]([N:27]2[CH2:28][C:25]([CH3:24])([OH:29])[CH2:26]2)[N:6]=1)([CH3:4])([CH3:3])[CH3:2], predict the reactants needed to synthesize it.